This data is from Forward reaction prediction with 1.9M reactions from USPTO patents (1976-2016). The task is: Predict the product of the given reaction. (1) Given the reactants [Cl:1][C:2]1[CH:7]=[C:6]([F:8])[CH:5]=[CH:4][C:3]=1[C:9]1[N:14]=[C:13]([NH:15][CH2:16][CH:17]([CH3:19])[CH3:18])[C:12]([C:20]#[N:21])=[CH:11][C:10]=1[C:22]1[CH:27]=[CH:26][C:25]([Cl:28])=[CH:24][CH:23]=1.[Cl:29][CH2:30][C:31](Cl)=[O:32], predict the reaction product. The product is: [Cl:29][CH2:30][C:31]([N:15]([C:13]1[C:12]([C:20]#[N:21])=[CH:11][C:10]([C:22]2[CH:23]=[CH:24][C:25]([Cl:28])=[CH:26][CH:27]=2)=[C:9]([C:3]2[CH:4]=[CH:5][C:6]([F:8])=[CH:7][C:2]=2[Cl:1])[N:14]=1)[CH2:16][CH:17]([CH3:19])[CH3:18])=[O:32]. (2) Given the reactants [CH3:1][O:2]C1C=C2C(=CC=1)N=CC=C2Cl.Cl[C:15]1[CH:24]=[C:23]2[C:18]([C:19]([NH2:45])=[CH:20][CH2:21][N:22]2[CH:25]([C:38]2[CH:43]=[CH:42][CH:41]=[C:40]([Cl:44])[CH:39]=2)[C:26]2[CH:31]=[CH:30][C:29]([CH2:32][N:33]3[CH2:37][CH2:36][CH2:35][CH2:34]3)=[CH:28][CH:27]=2)=[CH:17][CH:16]=1, predict the reaction product. The product is: [CH3:1][O:2][C:16]1[CH:17]=[C:18]2[C:23](=[CH:24][CH:15]=1)[N:22]([CH:25]([C:38]1[CH:43]=[CH:42][CH:41]=[C:40]([Cl:44])[CH:39]=1)[C:26]1[CH:31]=[CH:30][C:29]([CH2:32][N:33]3[CH2:37][CH2:36][CH2:35][CH2:34]3)=[CH:28][CH:27]=1)[CH2:21][CH:20]=[C:19]2[NH2:45]. (3) Given the reactants [NH2:1][C:2]1[CH:15]=[CH:14][C:13]([N+:16]([O-:18])=[O:17])=[CH:12][C:3]=1[C:4]([C:6]1[CH:11]=[CH:10][CH:9]=[CH:8][CH:7]=1)=[O:5].[C:19]1([CH2:25][C:26](Cl)=[O:27])[CH:24]=[CH:23][CH:22]=[CH:21][CH:20]=1, predict the reaction product. The product is: [C:4]([C:3]1[CH:12]=[C:13]([N+:16]([O-:18])=[O:17])[CH:14]=[CH:15][C:2]=1[NH:1][C:26](=[O:27])[CH2:25][C:19]1[CH:24]=[CH:23][CH:22]=[CH:21][CH:20]=1)(=[O:5])[C:6]1[CH:7]=[CH:8][CH:9]=[CH:10][CH:11]=1. (4) Given the reactants [Cl:1][C:2]1[CH:10]=[CH:9][CH:8]=[C:7]2[C:3]=1[CH:4]=[C:5]([C:18](N(OC)C)=[O:19])[N:6]2[C:11]1[CH:16]=[CH:15][CH:14]=[C:13]([F:17])[CH:12]=1.[CH3:24][Mg]Br, predict the reaction product. The product is: [Cl:1][C:2]1[CH:10]=[CH:9][CH:8]=[C:7]2[C:3]=1[CH:4]=[C:5]([C:18](=[O:19])[CH3:24])[N:6]2[C:11]1[CH:16]=[CH:15][CH:14]=[C:13]([F:17])[CH:12]=1. (5) The product is: [CH2:1]([O:8][C:9]([NH:11][C@@H:12]1[CH2:16][CH2:15][NH:14][CH2:13]1)=[O:10])[C:2]1[CH:3]=[CH:4][CH:5]=[CH:6][CH:7]=1. Given the reactants [CH2:1]([O:8][C:9]([NH:11][C@@H:12]1[CH2:16][CH2:15][N:14](O)[CH2:13]1)=[O:10])[C:2]1[CH:7]=[CH:6][CH:5]=[CH:4][CH:3]=1, predict the reaction product.